From a dataset of Catalyst prediction with 721,799 reactions and 888 catalyst types from USPTO. Predict which catalyst facilitates the given reaction. Reactant: C[Mg]Br.C(C1[CH2:12][CH:11]2[N:13]([C:14]([O:16][CH2:17][CH3:18])=[O:15])C([CH2:9][CH2:10]2)C1)#N.[CH2:19]1[CH2:23][O:22][CH2:21][CH2:20]1.[C:24]1(C)C=CC=CC=1. Product: [C:21]([CH:20]1[CH2:19][CH:23]2[N:13]([C:14]([O:16][CH2:17][CH3:18])=[O:15])[CH:11]([CH2:10][CH2:9]2)[CH2:12]1)(=[O:22])[CH3:24]. The catalyst class is: 1.